Dataset: Forward reaction prediction with 1.9M reactions from USPTO patents (1976-2016). Task: Predict the product of the given reaction. (1) The product is: [C:1]([C:3]1[C:12]2[C:7](=[C:8]([F:26])[C:9]([O:13][CH3:14])=[CH:10][CH:11]=2)[CH:6]=[CH:5][C:4]=1[C:15]1[CH:24]=[CH:23][C:18]([C:19]([O:21][CH3:22])=[O:20])=[CH:17][CH:16]=1)#[N:2]. Given the reactants [C:1]([C:3]1[C:12]2[C:7](=[CH:8][C:9]([O:13][CH3:14])=[CH:10][CH:11]=2)[CH:6]=[CH:5][C:4]=1[C:15]1[CH:24]=[CH:23][C:18]([C:19]([O:21][CH3:22])=[O:20])=[CH:17][CH:16]=1)#[N:2].[B-](F)(F)(F)[F:26].[B-](F)(F)(F)F.C1[N+]2(CCl)CC[N+](F)(CC2)C1, predict the reaction product. (2) Given the reactants I[C:2]1[C:10]2[C:5](=[N:6][CH:7]=[C:8]([N+:12]([O-:14])=[O:13])[C:9]=2[CH3:11])[N:4]([CH3:15])[CH:3]=1.CC1(C)C(C)(C)OB([C:24]2[CH2:29][CH2:28][N:27]([C:30]([O:32][C:33]([CH3:36])([CH3:35])[CH3:34])=[O:31])[CH2:26][CH:25]=2)O1.C(=O)([O-])[O-].[K+].[K+].C1(P(C2C=CC=CC=2)C2C=CC=CC=2)C=CC=CC=1, predict the reaction product. The product is: [CH3:15][N:4]1[C:5]2=[N:6][CH:7]=[C:8]([N+:12]([O-:14])=[O:13])[C:9]([CH3:11])=[C:10]2[C:2]([C:24]2[CH2:29][CH2:28][N:27]([C:30]([O:32][C:33]([CH3:36])([CH3:35])[CH3:34])=[O:31])[CH2:26][CH:25]=2)=[CH:3]1. (3) Given the reactants [CH3:1][C:2]1[C:7]([CH2:8][OH:9])=[CH:6][N:5]=[C:4]([CH3:10])[C:3]=1[OH:11].Cl.[H-].[Na+].[CH2:15](I)[CH3:16].C(=O)([O-])O.[Na+], predict the reaction product. The product is: [CH2:15]([O:11][C:3]1[C:2]([CH3:1])=[C:7]([CH2:8][OH:9])[CH:6]=[N:5][C:4]=1[CH3:10])[CH3:16]. (4) Given the reactants Cl[CH2:2][C@@H:3]1[O:12][CH2:11][C@@H:6]2[CH2:7][O:8][CH2:9][CH2:10][N:5]2[CH2:4]1.[C:13]([O-:16])(=[O:15])[CH3:14].[K+], predict the reaction product. The product is: [C:13]([O:16][CH2:2][CH:3]1[O:12][CH2:11][CH:6]2[CH2:7][O:8][CH2:9][CH2:10][N:5]2[CH2:4]1)(=[O:15])[CH3:14]. (5) Given the reactants [NH:1]1[CH2:6][CH2:5][NH:4][CH2:3][CH2:2]1.Cl[C:8]1[CH:20]=[CH:19][C:11]([CH2:12][NH:13][C:14]([CH:16]2[CH2:18][CH2:17]2)=[O:15])=[CH:10][C:9]=1[F:21].CC(C1C=C(C(C)C)C(C2C=CC=CC=2P(C2CCCCC2)C2CCCCC2)=C(C(C)C)C=1)C.CC(C)([O-])C.[Na+], predict the reaction product. The product is: [F:21][C:9]1[CH:10]=[C:11]([CH:19]=[CH:20][C:8]=1[N:1]1[CH2:6][CH2:5][NH:4][CH2:3][CH2:2]1)[CH2:12][NH:13][C:14]([CH:16]1[CH2:17][CH2:18]1)=[O:15]. (6) Given the reactants Cl[C:2]1[N:7]=[C:6]([CH3:8])[CH:5]=[CH:4][N:3]=1.[F:9][CH:10]([F:13])[CH2:11][NH2:12], predict the reaction product. The product is: [F:9][CH:10]([F:13])[CH2:11][NH:12][C:2]1[N:7]=[C:6]([CH3:8])[CH:5]=[CH:4][N:3]=1. (7) Given the reactants [CH3:1][C:2]1[CH:3]=[C:4]([N:9]([CH2:24][CH2:25][C:26]2[CH:31]=[CH:30][C:29]([CH3:32])=[CH:28][CH:27]=2)[C:10]([CH:12](OS(C)(=O)=O)[C:13]2[CH:18]=[CH:17][CH:16]=[CH:15][CH:14]=2)=[O:11])[CH:5]=[CH:6][C:7]=1[CH3:8].[CH3:33][O:34][CH2:35][CH:36]([NH2:38])[CH3:37], predict the reaction product. The product is: [CH3:1][C:2]1[CH:3]=[C:4]([N:9]([CH2:24][CH2:25][C:26]2[CH:31]=[CH:30][C:29]([CH3:32])=[CH:28][CH:27]=2)[C:10](=[O:11])[CH:12]([NH:38][CH:36]([CH3:37])[CH2:35][O:34][CH3:33])[C:13]2[CH:18]=[CH:17][CH:16]=[CH:15][CH:14]=2)[CH:5]=[CH:6][C:7]=1[CH3:8].